This data is from Full USPTO retrosynthesis dataset with 1.9M reactions from patents (1976-2016). The task is: Predict the reactants needed to synthesize the given product. Given the product [N:20]1([CH2:19][CH2:18][CH2:17][CH2:16][CH2:15][CH2:14][C:2]2[CH:3]=[C:4]([OH:12])[C:5](=[CH:6][CH:1]=2)[C:7]([NH2:9])=[O:8])[CH2:21][CH2:22][O:23][CH2:24][CH2:25]1, predict the reactants needed to synthesize it. The reactants are: [CH:1]1[CH:2]=[CH:3][C:4]2[O:12]C(=O)[NH:9][C:7](=[O:8])[C:5]=2[CH:6]=1.O[CH2:14][CH2:15][CH2:16][CH2:17][CH2:18][CH2:19][N:20]1[CH2:25][CH2:24][O:23][CH2:22][CH2:21]1.C1(P(C2C=CC=CC=2)C2C=CC=CC=2)C=CC=CC=1.N(C(OC(C)C)=O)=NC(OC(C)C)=O.[OH-].[Na+].